This data is from Forward reaction prediction with 1.9M reactions from USPTO patents (1976-2016). The task is: Predict the product of the given reaction. (1) Given the reactants [ClH:1].[NH2:2][C@H:3]([C:8]([OH:10])=[O:9])[CH2:4][CH2:5][CH2:6][NH2:7].[CH3:11]O, predict the reaction product. The product is: [ClH:1].[CH3:11][O:9][C:8](=[O:10])[C@H:3]([CH2:4][CH2:5][CH2:6][NH2:7])[NH2:2]. (2) Given the reactants [OH:1][C:2]1([C:6]2[C:7]([O:15][CH2:16][C:17]([F:20])([F:19])[F:18])=[CH:8][C:9]([C:12]([OH:14])=O)=[N:10][CH:11]=2)[CH2:5][O:4][CH2:3]1.[CH:21]1([CH2:24][C:25]([NH2:33])([CH3:32])[C:26]2[N:30]=[C:29]([CH3:31])[O:28][N:27]=2)[CH2:23][CH2:22]1, predict the reaction product. The product is: [CH:21]1([CH2:24][C:25]([NH:33][C:12]([C:9]2[CH:8]=[C:7]([O:15][CH2:16][C:17]([F:20])([F:19])[F:18])[C:6]([C:2]3([OH:1])[CH2:3][O:4][CH2:5]3)=[CH:11][N:10]=2)=[O:14])([C:26]2[N:30]=[C:29]([CH3:31])[O:28][N:27]=2)[CH3:32])[CH2:23][CH2:22]1. (3) Given the reactants [Cl:1][C:2]1[N:7]=[C:6]([N:8]2[C:12]3[CH:13]=[CH:14][CH:15]=[CH:16][C:11]=3[N:10]=[C:9]2/[CH:17]=[CH:18]/[C:19]2[CH:24]=[CH:23][CH:22]=[CH:21][CH:20]=2)[CH:5]=[CH:4][CH:3]=1.C[CH2:26][O-:27].[Na+].O, predict the reaction product. The product is: [ClH:1].[CH3:26][O:27][C:2]1[N:7]=[C:6]([N:8]2[C:12]3[CH:13]=[CH:14][CH:15]=[CH:16][C:11]=3[N:10]=[C:9]2/[CH:17]=[CH:18]/[C:19]2[CH:24]=[CH:23][CH:22]=[CH:21][CH:20]=2)[CH:5]=[CH:4][CH:3]=1. (4) Given the reactants [O:1]1[CH2:6][CH2:5][N:4]([C:7]2[CH:12]=[CH:11][CH:10]=[CH:9][C:8]=2[NH:13][C:14]2[N:23]=[CH:22][C:21]3[C:16](=[CH:17][CH:18]=[C:19]([O:24][C:25]4[CH:30]=[CH:29][N:28]=[C:27]([C:31]([OH:33])=O)[CH:26]=4)[CH:20]=3)[N:15]=2)[CH2:3][CH2:2]1.F[P-](F)(F)(F)(F)F.[N:41]1(O[P+](N(C)C)(N(C)C)N(C)C)C2C=CC=CC=2N=N1.[OH-].[NH4+], predict the reaction product. The product is: [O:1]1[CH2:6][CH2:5][N:4]([C:7]2[CH:12]=[CH:11][CH:10]=[CH:9][C:8]=2[NH:13][C:14]2[N:23]=[CH:22][C:21]3[C:16](=[CH:17][CH:18]=[C:19]([O:24][C:25]4[CH:30]=[CH:29][N:28]=[C:27]([C:31]([NH2:41])=[O:33])[CH:26]=4)[CH:20]=3)[N:15]=2)[CH2:3][CH2:2]1.